This data is from Catalyst prediction with 721,799 reactions and 888 catalyst types from USPTO. The task is: Predict which catalyst facilitates the given reaction. (1) Reactant: [NH2:1][C:2]1[CH:3]=[C:4]([CH:24]=[CH:25][CH:26]=1)[O:5][C:6]1[CH:7]=[CH:8][C:9]2[N:10]([CH:12]=[C:13]([NH:15][C:16]([CH:18]3[CH2:23][CH2:22][O:21][CH2:20][CH2:19]3)=[O:17])[N:14]=2)[N:11]=1.C(N(CC)CC)C.[CH3:34][N:35]1[C:39]([C:40](Cl)=[O:41])=[CH:38][C:37]([CH3:43])=[N:36]1. Product: [CH3:34][N:35]1[C:39]([C:40]([NH:1][C:2]2[CH:26]=[CH:25][CH:24]=[C:4]([O:5][C:6]3[CH:7]=[CH:8][C:9]4[N:10]([CH:12]=[C:13]([NH:15][C:16]([CH:18]5[CH2:19][CH2:20][O:21][CH2:22][CH2:23]5)=[O:17])[N:14]=4)[N:11]=3)[CH:3]=2)=[O:41])=[CH:38][C:37]([CH3:43])=[N:36]1. The catalyst class is: 7. (2) Reactant: [Cl:1][C:2]1[CH:3]=[CH:4][C:5]([NH:8][C:9]([C:11]2[CH:16]=[C:15]([O:17][CH3:18])[CH:14]=[CH:13][C:12]=2[NH:19][C:20]([C:22]2[CH:27]=[CH:26][C:25]([C:28]#[N:29])=[CH:24][CH:23]=2)=[O:21])=[O:10])=[N:6][CH:7]=1.Cl.[OH:31][NH2:32].CCN(CC)CC. Product: [NH2:29][C:28](=[N:32][OH:31])[C:25]1[CH:24]=[CH:23][C:22]([C:20]([NH:19][C:12]2[CH:13]=[CH:14][C:15]([O:17][CH3:18])=[CH:16][C:11]=2[C:9]([NH:8][C:5]2[CH:4]=[CH:3][C:2]([Cl:1])=[CH:7][N:6]=2)=[O:10])=[O:21])=[CH:27][CH:26]=1. The catalyst class is: 14. (3) Reactant: C1(C(=[N:14][C:15]2[CH:20]=[CH:19][C:18]([C@@H:21]3[O:26][CH2:25][CH2:24][N:23]([C:27]([O:29][C:30]([CH3:33])([CH3:32])[CH3:31])=[O:28])[CH2:22]3)=[CH:17][CH:16]=2)C2C=CC=CC=2)C=CC=CC=1.C([O-])=O.[NH4+]. Product: [NH2:14][C:15]1[CH:20]=[CH:19][C:18]([C@@H:21]2[O:26][CH2:25][CH2:24][N:23]([C:27]([O:29][C:30]([CH3:33])([CH3:32])[CH3:31])=[O:28])[CH2:22]2)=[CH:17][CH:16]=1. The catalyst class is: 19. (4) Reactant: N1[CH2:5][CH2:4][CH2:3][CH2:2]1.[CH:6]12[CH2:15][CH:10]3[CH2:11][CH:12]([CH2:14][CH:8]([CH2:9]3)[C:7]1=O)[CH2:13]2.[CH:17]1CC=C[CH:18]=1. Product: [C:6]12([C:2]3[C:17](=[CH2:18])[CH:5]=[CH:4][CH:3]=3)[CH2:15][CH:10]3[CH2:11][CH:12]([CH2:14][CH:8]([CH2:9]3)[CH2:7]1)[CH2:13]2. The catalyst class is: 5. (5) Reactant: [CH3:1][NH:2][CH3:3].C(N(CC)CC)C.[Br:11][C:12]1[CH:17]=[CH:16][C:15]([Cl:18])=[CH:14][C:13]=1[CH2:19][CH2:20][S:21](Cl)(=[O:23])=[O:22]. Product: [Br:11][C:12]1[CH:17]=[CH:16][C:15]([Cl:18])=[CH:14][C:13]=1[CH2:19][CH2:20][S:21]([N:2]([CH3:3])[CH3:1])(=[O:23])=[O:22]. The catalyst class is: 49. (6) Reactant: [F:1][C:2]([F:32])([F:31])[C:3]1[C:11]2[S:10][C:9](=[N:12][C:13](=[O:24])[C:14]3[CH:19]=[CH:18][CH:17]=[C:16]([C:20]([F:23])([F:22])[F:21])[CH:15]=3)[N:8]([CH2:25][C:26]([O:28]CC)=[O:27])[C:7]=2[CH:6]=[CH:5][CH:4]=1.[OH-].[Na+]. Product: [F:32][C:2]([F:1])([F:31])[C:3]1[C:11]2[S:10][C:9](=[N:12][C:13](=[O:24])[C:14]3[CH:19]=[CH:18][CH:17]=[C:16]([C:20]([F:22])([F:23])[F:21])[CH:15]=3)[N:8]([CH2:25][C:26]([OH:28])=[O:27])[C:7]=2[CH:6]=[CH:5][CH:4]=1. The catalyst class is: 5. (7) Reactant: [BH4-].[Na+].B(F)(F)F.CC[O:9]CC.[CH2:12]([O:19][C:20]1[CH:25]=[CH:24][C:23]([C:26]2[CH2:31][CH2:30][N:29]([C:32]([O:34][C:35]([CH3:38])([CH3:37])[CH3:36])=[O:33])[CH2:28][CH:27]=2)=[CH:22][C:21]=1[F:39])[C:13]1[CH:18]=[CH:17][CH:16]=[CH:15][CH:14]=1.[OH-].[Na+].OO. Product: [CH2:12]([O:19][C:20]1[CH:25]=[CH:24][C:23]([C@H:26]2[CH2:31][CH2:30][N:29]([C:32]([O:34][C:35]([CH3:36])([CH3:38])[CH3:37])=[O:33])[CH2:28][C@@H:27]2[OH:9])=[CH:22][C:21]=1[F:39])[C:13]1[CH:14]=[CH:15][CH:16]=[CH:17][CH:18]=1. The catalyst class is: 242. (8) Reactant: [CH:1](=O)[CH2:2][CH2:3][CH2:4][CH3:5].[CH2:7]([NH:13][CH3:14])[CH2:8][CH2:9][CH2:10][CH2:11][CH3:12].C(O[BH-](OC(=O)C)OC(=O)C)(=O)C.[Na+]. Product: [CH2:1]([N:13]([CH2:7][CH2:8][CH2:9][CH2:10][CH2:11][CH3:12])[CH3:14])[CH2:2][CH2:3][CH2:4][CH3:5]. The catalyst class is: 7.